Dataset: Forward reaction prediction with 1.9M reactions from USPTO patents (1976-2016). Task: Predict the product of the given reaction. Given the reactants Br[C:2]1[CH:3]=[C:4]([CH2:8][N:9]2[CH2:14][CH2:13][O:12][CH2:11][CH2:10]2)[CH:5]=[N:6][CH:7]=1.[CH2:15]([N:19]1[CH2:24][CH2:23][CH2:22][CH2:21][CH2:20]1)[CH2:16][C:17]#[CH:18], predict the reaction product. The product is: [N:19]1([CH2:15][CH2:16][C:17]#[C:18][C:2]2[CH:3]=[C:4]([CH2:8][N:9]3[CH2:14][CH2:13][O:12][CH2:11][CH2:10]3)[CH:5]=[N:6][CH:7]=2)[CH2:24][CH2:23][CH2:22][CH2:21][CH2:20]1.